Predict the reactants needed to synthesize the given product. From a dataset of Full USPTO retrosynthesis dataset with 1.9M reactions from patents (1976-2016). (1) Given the product [CH3:43][C@:44]12[C@@:61]3([CH3:62])[C@@H:52]([C@:53]4([CH3:74])[C@@H:58]([CH2:59][CH2:60]3)[C:57]([CH3:63])([CH3:64])[C:56]([C:65]3[CH:73]=[CH:72][C:68]([C:69]([OH:71])=[O:70])=[CH:67][CH:66]=3)=[CH:55][CH2:54]4)[CH2:51][CH2:50][C@@H:49]1[C@H:48]1[C@H:75]([C:78]([CH3:80])=[CH2:79])[CH2:76][CH2:77][C@:47]1([NH:81][CH2:82][CH2:83][N:84]1[CH2:85][CH:86]3[CH:90]([CH:88]3[NH:87][S:91]([CH3:94])(=[O:93])=[O:92])[CH2:89]1)[CH2:46][CH2:45]2, predict the reactants needed to synthesize it. The reactants are: N1([C@]23CC[C@@H](C(C)=C)[C@@H]2[C@@H]2[C@@](C)(CC3)[C@@]3(C)[C@@H]([C@]4(C)[C@@H](CC3)C(C)(C)C(C3C=CC(C(OC)=O)=CC=3)=CC4)CC2)CC1.[CH3:43][C@:44]12[C@@:61]3([CH3:62])[C@@H:52]([C@:53]4([CH3:74])[C@@H:58]([CH2:59][CH2:60]3)[C:57]([CH3:64])([CH3:63])[C:56]([C:65]3[CH:73]=[CH:72][C:68]([C:69]([OH:71])=[O:70])=[CH:67][CH:66]=3)=[CH:55][CH2:54]4)[CH2:51][CH2:50][C@@H:49]1[C@H:48]1[C@H:75]([C:78]([CH3:80])=[CH2:79])[CH2:76][CH2:77][C@:47]1([NH:81][CH2:82][CH2:83][N:84]1[CH2:89][C@@H:88]3[CH2:90][C@@H:86]([N:87]3[S:91]([CH3:94])(=[O:93])=[O:92])[CH2:85]1)[CH2:46][CH2:45]2.C12C(NC(=O)OC(C)(C)C)C1CNC2. (2) Given the product [CH:12]([C:2]1[CH:3]=[C:4]([C:7]([O:9][CH3:10])=[O:8])[NH:5][CH:6]=1)=[CH2:13], predict the reactants needed to synthesize it. The reactants are: Br[C:2]1[CH:3]=[C:4]([C:7]([O:9][CH3:10])=[O:8])[NH:5][CH:6]=1.N1C=CC=[CH:13][CH:12]=1.C(B1OB(C=C)OB(C=C)O1)=C.C(=O)([O-])[O-].[K+].[K+]. (3) The reactants are: Cl[C:2]1[C:3]2[S:10][C:9]([C:11]3[CH:12]=[N:13][N:14]([CH2:16][CH2:17][N:18]4[CH2:23][CH2:22][O:21][CH2:20][CH2:19]4)[CH:15]=3)=[CH:8][C:4]=2[N:5]=[CH:6][N:7]=1.[N:24]1([C:30]([O:32][C:33]([CH3:36])([CH3:35])[CH3:34])=[O:31])[CH2:29][CH2:28][NH:27][CH2:26][CH2:25]1.C(N(CC)C(C)C)(C)C. Given the product [O:21]1[CH2:22][CH2:23][N:18]([CH2:17][CH2:16][N:14]2[CH:15]=[C:11]([C:9]3[S:10][C:3]4[C:2]([N:27]5[CH2:26][CH2:25][N:24]([C:30]([O:32][C:33]([CH3:36])([CH3:35])[CH3:34])=[O:31])[CH2:29][CH2:28]5)=[N:7][CH:6]=[N:5][C:4]=4[CH:8]=3)[CH:12]=[N:13]2)[CH2:19][CH2:20]1, predict the reactants needed to synthesize it. (4) Given the product [Si:1]([O:8][C@@H:9]1[C@H:13]([CH2:14][O:15][Si:16]([C:19]([CH3:22])([CH3:21])[CH3:20])([CH3:18])[CH3:17])[CH2:12][C@@H:11]([O:23][C:24]2[N:25]=[CH:26][N:27]=[C:28]([NH:42][C@@H:34]3[C:35]4[C:40](=[CH:39][CH:38]=[CH:37][CH:36]=4)[CH2:41][C@@H:33]3[O:32][CH3:31])[CH:29]=2)[CH2:10]1)([C:4]([CH3:7])([CH3:6])[CH3:5])([CH3:3])[CH3:2], predict the reactants needed to synthesize it. The reactants are: [Si:1]([O:8][C@@H:9]1[C@H:13]([CH2:14][O:15][Si:16]([C:19]([CH3:22])([CH3:21])[CH3:20])([CH3:18])[CH3:17])[CH2:12][C@@H:11]([O:23][C:24]2[CH:29]=[C:28](Cl)[N:27]=[CH:26][N:25]=2)[CH2:10]1)([C:4]([CH3:7])([CH3:6])[CH3:5])([CH3:3])[CH3:2].[CH3:31][O:32][C@H:33]1[CH2:41][C:40]2[C:35](=[CH:36][CH:37]=[CH:38][CH:39]=2)[C@H:34]1[NH2:42].C(N(CC)CC)C.C(O)CCC. (5) Given the product [CH2:1]([O:5][C:6]1[CH:11]=[C:10]([N:12]([CH2:18][CH3:19])[CH2:13][C:14]([F:16])([F:17])[F:15])[N:9]=[CH:8][N:7]=1)[C:2]#[C:3][CH3:4], predict the reactants needed to synthesize it. The reactants are: [CH2:1]([O:5][C:6]1[CH:11]=[C:10]([NH:12][CH2:13][C:14]([F:17])([F:16])[F:15])[N:9]=[CH:8][N:7]=1)[C:2]#[C:3][CH3:4].[CH2:18](I)[CH3:19].[H-].[Na+].O1CCCC1. (6) Given the product [C:4]([Si:1]([CH3:2])([CH3:3])[O:8][CH2:9][CH2:10][C:11]([C:14]1[C:19]([CH3:20])=[CH:18][C:17]([CH3:21])=[CH:16][C:15]=1[OH:22])([CH3:12])[CH3:13])([CH3:7])([CH3:6])[CH3:5].[Br:25][CH2:26][CH2:27][CH2:28][C:29]([O-:30])=[O:8], predict the reactants needed to synthesize it. The reactants are: [Si:1]([O:8][CH2:9][CH2:10][C:11]([C:14]1[C:19]([CH3:20])=[CH:18][C:17]([CH3:21])=[CH:16][C:15]=1[OH:22])([CH3:13])[CH3:12])([C:4]([CH3:7])([CH3:6])[CH3:5])([CH3:3])[CH3:2].[H-].[Na+].[Br:25][CH2:26][CH2:27][CH2:28][C:29](Cl)=[O:30].[Cl-].[Na+]. (7) Given the product [CH:1]1([C:4]2[CH:5]=[C:6]([C@@H:16]([CH2:41][C@H:42]3[CH2:46][CH2:45][C:44](=[O:47])[CH2:43]3)[C:17]([NH:19][C:20]3[CH:25]=[N:24][C:23]([O:26][CH2:27][C:28]([OH:31])([CH3:29])[CH3:30])=[CH:22][N:21]=3)=[O:18])[CH:7]=[CH:8][C:9]=2[S:10]([CH:13]2[CH2:15][CH2:14]2)(=[O:12])=[O:11])[CH2:3][CH2:2]1, predict the reactants needed to synthesize it. The reactants are: [CH:1]1([C:4]2[CH:5]=[C:6]([C@@H:16]([CH2:41][C@H:42]3[CH2:46][CH2:45][C:44](=[O:47])[CH2:43]3)[C:17]([NH:19][C:20]3[CH:25]=[N:24][C:23]([O:26][CH2:27][C:28]([O:31]CC4C=CC(OC)=CC=4)([CH3:30])[CH3:29])=[CH:22][N:21]=3)=[O:18])[CH:7]=[CH:8][C:9]=2[S:10]([CH:13]2[CH2:15][CH2:14]2)(=[O:12])=[O:11])[CH2:3][CH2:2]1.ClC1C(=O)C(C#N)=C(C#N)C(=O)C=1Cl.ClCCl.